This data is from Forward reaction prediction with 1.9M reactions from USPTO patents (1976-2016). The task is: Predict the product of the given reaction. (1) Given the reactants [CH2:1]([NH:6][CH2:7][C:8]1[CH:13]=[CH:12][C:11]([C:14]2[CH:19]=[CH:18][CH:17]=[CH:16][C:15]=2[C:20]2[N:24](C(C3C=CC=CC=3)(C3C=CC=CC=3)C3C=CC=CC=3)[N:23]=[N:22][N:21]=2)=[CH:10][CH:9]=1)[CH2:2][CH2:3][CH2:4][CH3:5].[OH-].[Na+].[C:46]([Cl:49])(Cl)=[O:47].[C:50]1([CH3:56])[CH:55]=[CH:54][CH:53]=[CH:52][CH:51]=1, predict the reaction product. The product is: [CH2:1]([N:6]([CH2:7][C:8]1[CH:13]=[CH:12][C:11]([C:14]2[CH:19]=[CH:18][CH:17]=[CH:16][C:15]=2[C:20]2[N:24]=[N:23][N:22]([C:56]([C:14]3[CH:19]=[CH:18][CH:17]=[CH:16][CH:15]=3)([C:8]3[CH:13]=[CH:12][CH:11]=[CH:10][CH:9]=3)[C:50]3[CH:55]=[CH:54][CH:53]=[CH:52][CH:51]=3)[N:21]=2)=[CH:10][CH:9]=1)[C:46]([Cl:49])=[O:47])[CH2:2][CH2:3][CH2:4][CH3:5]. (2) The product is: [Cl:20][C:11]1[CH:10]=[C:9](/[CH:8]=[C:4]2/[C:5](=[O:7])[N:6]3[CH:22]=[C:23]([C:25]4[CH:26]=[N:27][CH:28]=[N:29][CH:30]=4)[N:1]=[C:2]3[S:3]/2)[CH:14]=[C:13]([O:15][CH2:16][CH2:17][CH3:18])[C:12]=1[OH:19]. Given the reactants [NH2:1][C:2]1[S:3]/[C:4](=[CH:8]\[C:9]2[CH:14]=[C:13]([O:15][CH2:16][CH2:17][CH3:18])[C:12]([OH:19])=[C:11]([Cl:20])[CH:10]=2)/[C:5](=[O:7])[N:6]=1.Cl[CH2:22][C:23]([C:25]1[CH:26]=[N:27][CH:28]=[N:29][CH:30]=1)=O, predict the reaction product. (3) Given the reactants [CH3:1][N:2]1[CH:6]=[CH:5][N:4]=[C:3]1[CH2:7][N:8]([CH2:17][CH2:18][C:19]1[CH:24]=[CH:23][C:22]([S:25](=[O:28])(=[O:27])[NH2:26])=[CH:21][CH:20]=1)[CH2:9][C:10]([O:12]C(C)(C)C)=[O:11], predict the reaction product. The product is: [CH3:1][N:2]1[CH:6]=[CH:5][N:4]=[C:3]1[CH2:7][N:8]([CH2:17][CH2:18][C:19]1[CH:24]=[CH:23][C:22]([S:25](=[O:27])(=[O:28])[NH2:26])=[CH:21][CH:20]=1)[CH2:9][C:10]([OH:12])=[O:11]. (4) Given the reactants [CH3:1][C:2]1([CH3:18])[N:6]([C:7]([O:9][C:10]([CH3:13])([CH3:12])[CH3:11])=[O:8])[C@@H:5]([C:14](OC)=[O:15])[CH2:4][O:3]1.[H-].C([Al+]CC(C)C)C(C)C.CCCCCC, predict the reaction product. The product is: [CH:14]([C@H:5]1[CH2:4][O:3][C:2]([CH3:18])([CH3:1])[N:6]1[C:7]([O:9][C:10]([CH3:13])([CH3:12])[CH3:11])=[O:8])=[O:15]. (5) The product is: [Cl:1][C:2]1[N:7]=[C:6]([NH:11][CH:12]2[CH2:17][CH2:16][N:15]([C:18]3[CH:25]=[CH:24][C:21]([C:22]#[N:23])=[CH:20][N:19]=3)[CH2:14][CH2:13]2)[C:5]([CH3:9])=[CH:4][N:3]=1. Given the reactants [Cl:1][C:2]1[N:7]=[C:6](Cl)[C:5]([CH3:9])=[CH:4][N:3]=1.Cl.[NH2:11][CH:12]1[CH2:17][CH2:16][N:15]([C:18]2[CH:25]=[CH:24][C:21]([C:22]#[N:23])=[CH:20][N:19]=2)[CH2:14][CH2:13]1, predict the reaction product. (6) Given the reactants [N:1]([CH2:4][CH2:5][C:6]1[CH:13]=[CH:12][C:9]([C:10]#[N:11])=[CH:8][CH:7]=1)=[N+:2]=[N-:3].C([O-])([O-])=[O:15].[K+].[K+].OO, predict the reaction product. The product is: [N:1]([CH2:4][CH2:5][C:6]1[CH:13]=[CH:12][C:9]([C:10]([NH2:11])=[O:15])=[CH:8][CH:7]=1)=[N+:2]=[N-:3]. (7) Given the reactants [F:1][CH:2]([F:14])[O:3][C:4]1[CH:12]=[CH:11][CH:10]=[C:9]2[C:5]=1[CH2:6][CH:7]([CH3:13])[NH:8]2.Cl.CN(C)CCCN=C=NCC.[N:27]1([C:33]2[N:34]=[C:35]([CH2:40][C:41]([O-])=[O:42])[NH:36][C:37](=[O:39])[CH:38]=2)[CH2:32][CH2:31][O:30][CH2:29][CH2:28]1.[Na+].O, predict the reaction product. The product is: [F:14][CH:2]([F:1])[O:3][C:4]1[CH:12]=[CH:11][CH:10]=[C:9]2[C:5]=1[CH2:6][CH:7]([CH3:13])[N:8]2[C:41](=[O:42])[CH2:40][C:35]1[NH:36][C:37](=[O:39])[CH:38]=[C:33]([N:27]2[CH2:28][CH2:29][O:30][CH2:31][CH2:32]2)[N:34]=1.